This data is from Reaction yield outcomes from USPTO patents with 853,638 reactions. The task is: Predict the reaction yield, written as a fraction of the theoretical maximum amount of product (1.0 means a 100% yield; for example, 0.34 means a 34% yield). (1) The reactants are [CH3:1][O:2][C:3](=[O:22])[C:4]1[CH:9]=[C:8]([N+:10]([O-])=O)[C:7]([NH2:13])=[C:6]([F:14])[C:5]=1[NH:15][C:16]1[CH:21]=[CH:20][CH:19]=[CH:18][CH:17]=1.[CH:23](O)=O. The catalyst is C(O)C.[OH-].[OH-].[Pd+2]. The product is [CH3:1][O:2][C:3]([C:4]1[C:5]([NH:15][C:16]2[CH:21]=[CH:20][CH:19]=[CH:18][CH:17]=2)=[C:6]([F:14])[C:7]2[N:13]=[CH:23][NH:10][C:8]=2[CH:9]=1)=[O:22]. The yield is 0.860. (2) The reactants are [C:1]([O:5][C:6](=[O:15])[C:7]1[CH:12]=[CH:11][C:10](Br)=[C:9]([CH3:14])[CH:8]=1)([CH3:4])([CH3:3])[CH3:2].C(O[CH:20]=[CH:21][CH:22]=C)(=O)C.[C:24]([O-:27])(=[O:26])[CH3:25].[Na+].[CH3:29]C(N(C)C)=O. The catalyst is C1C=CC([P]([Pd]([P](C2C=CC=CC=2)(C2C=CC=CC=2)C2C=CC=CC=2)([P](C2C=CC=CC=2)(C2C=CC=CC=2)C2C=CC=CC=2)[P](C2C=CC=CC=2)(C2C=CC=CC=2)C2C=CC=CC=2)(C2C=CC=CC=2)C2C=CC=CC=2)=CC=1. The product is [C:1]([O:5][C:6](=[O:15])[C:7]1[CH:12]=[CH:11][C:10](/[CH:20]=[CH:21]/[CH:22]=[CH:25]/[C:24]([O:27][CH3:29])=[O:26])=[C:9]([CH3:14])[CH:8]=1)([CH3:4])([CH3:3])[CH3:2]. The yield is 0.740. (3) The reactants are [C:1]([CH:9]([C:13]1[CH:18]=[CH:17][CH:16]=[CH:15][CH:14]=1)[CH2:10][CH:11]=O)(=[O:8])[C:2]1[CH:7]=[CH:6][CH:5]=[CH:4][CH:3]=1.[CH3:19][O:20][C:21]1[CH:26]=[CH:25][CH:24]=[CH:23][C:22]=1[N:27]1[CH2:32][CH2:31][NH:30][CH2:29][CH2:28]1.[Na].[BH-](OC(C)=O)(OC(C)=O)OC(C)=O.[Na+]. The catalyst is C(Cl)Cl. The product is [CH3:19][O:20][C:21]1[CH:26]=[CH:25][CH:24]=[CH:23][C:22]=1[N:27]1[CH2:32][CH2:31][N:30]([CH2:11][CH2:10][CH:9]([C:1](=[O:8])[C:2]2[CH:7]=[CH:6][CH:5]=[CH:4][CH:3]=2)[C:13]2[CH:18]=[CH:17][CH:16]=[CH:15][CH:14]=2)[CH2:29][CH2:28]1. The yield is 0.950. (4) The reactants are [CH2:1]([O:3][C:4](=[O:27])[C:5]([N:7]([CH2:18][C:19]1[CH:24]=[C:23]([Cl:25])[CH:22]=[C:21]([Cl:26])[CH:20]=1)[CH2:8][C:9]1[CH:14]=[CH:13][C:12]([N+:15]([O-])=O)=[CH:11][CH:10]=1)=[O:6])[CH3:2]. The catalyst is CCOC(C)=O.CCO.CCOC(C)=O.O=[Pt]=O. The product is [CH2:1]([O:3][C:4](=[O:27])[C:5]([N:7]([CH2:8][C:9]1[CH:10]=[CH:11][C:12]([NH2:15])=[CH:13][CH:14]=1)[CH2:18][C:19]1[CH:20]=[C:21]([Cl:26])[CH:22]=[C:23]([Cl:25])[CH:24]=1)=[O:6])[CH3:2]. The yield is 0.610. (5) The reactants are [CH2:1]([O:3][C:4]([C:6]1[CH:10]=[N:9][N:8]([CH3:11])[C:7]=1[C:12]([OH:14])=O)=[O:5])[CH3:2].CN(C(ON1N=NC2C=CC=NC1=2)=[N+](C)C)C.F[P-](F)(F)(F)(F)F.[CH3:39][O:40][C:41]1[CH:42]=[C:43]([C:47]2[N:56]=[C:50]3[CH:51]=[C:52]([NH2:55])[CH:53]=[CH:54][N:49]3[N:48]=2)[CH:44]=[CH:45][CH:46]=1.CCN(C(C)C)C(C)C. The catalyst is CN(C=O)C.O. The product is [CH2:1]([O:3][C:4]([C:6]1[CH:10]=[N:9][N:8]([CH3:11])[C:7]=1[C:12](=[O:14])[NH:55][C:52]1[CH:53]=[CH:54][N:49]2[N:48]=[C:47]([C:43]3[CH:44]=[CH:45][CH:46]=[C:41]([O:40][CH3:39])[CH:42]=3)[N:56]=[C:50]2[CH:51]=1)=[O:5])[CH3:2]. The yield is 0.560. (6) The reactants are COC1C=C2C(=CC=1OC)C(=O)CC2.Cl.[N+](C1C=CC(CNO)=CC=1)([O-])=O.N1C=CC=CC=1.[N+:34]([C:37]1[CH:59]=[CH:58][C:40]([CH2:41][O:42]/[N:43]=[C:44]2\[CH2:45]C[CH2:47][C:48]3[C:53]\2=[CH:52][C:51]([O:54][CH3:55])=[C:50]([O:56][CH3:57])[CH:49]=3)=[CH:39][CH:38]=1)([O-:36])=[O:35]. The yield is 0.530. The catalyst is C(O)C.C(OCC)(=O)C.CCCCCC. The product is [N+:34]([C:37]1[CH:59]=[CH:58][C:40]([CH2:41][O:42]/[N:43]=[C:44]2\[CH2:45][CH2:47][C:48]3[C:53]\2=[CH:52][C:51]([O:54][CH3:55])=[C:50]([O:56][CH3:57])[CH:49]=3)=[CH:39][CH:38]=1)([O-:36])=[O:35]. (7) The reactants are [CH3:1][N:2]1[C:6]([C:7]([NH:9][C:10]2[CH:15]=[CH:14][CH:13]=[C:12]([N+:16]([O-])=O)[CH:11]=2)=[O:8])=[CH:5][C:4]([CH3:19])=[N:3]1.O.NN. The catalyst is C(O)C.[Pd]. The product is [NH2:16][C:12]1[CH:11]=[C:10]([NH:9][C:7]([C:6]2[N:2]([CH3:1])[N:3]=[C:4]([CH3:19])[CH:5]=2)=[O:8])[CH:15]=[CH:14][CH:13]=1. The yield is 0.990.